This data is from Forward reaction prediction with 1.9M reactions from USPTO patents (1976-2016). The task is: Predict the product of the given reaction. (1) Given the reactants [CH3:1][C:2]1([CH3:11])[O:7][CH2:6][CH:5]([CH2:8][CH2:9]O)[CH2:4][O:3]1.C1(P(C2C=CC=CC=2)C2C=CC=CC=2)C=CC=CC=1.C(Br)(Br)(Br)[Br:32].C([O-])(O)=O.[Na+], predict the reaction product. The product is: [Br:32][CH2:9][CH2:8][CH:5]1[CH2:6][O:7][C:2]([CH3:11])([CH3:1])[O:3][CH2:4]1. (2) Given the reactants [CH3:1][O:2][C:3]([C:5]1[CH:13]=[C:12]2[C:8]([C:9]([CH:34]3[CH2:39][CH2:38][CH2:37][CH2:36][CH2:35]3)=[C:10]([C:14]3[C:15]([N+:31]([O-])=O)=[C:16]4[C:21](=[CH:22][CH:23]=3)[N:20]=[C:19]([C:24]3[S:28][C:27]([CH3:29])=[N:26][C:25]=3[CH3:30])[CH:18]=[CH:17]4)[NH:11]2)=[CH:7][CH:6]=1)=[O:4], predict the reaction product. The product is: [CH3:1][O:2][C:3]([C:5]1[CH:13]=[C:12]2[C:8]([C:9]([CH:34]3[CH2:39][CH2:38][CH2:37][CH2:36][CH2:35]3)=[C:10]([C:14]3[C:15]([NH2:31])=[C:16]4[C:21](=[CH:22][CH:23]=3)[N:20]=[C:19]([C:24]3[S:28][C:27]([CH3:29])=[N:26][C:25]=3[CH3:30])[CH:18]=[CH:17]4)[NH:11]2)=[CH:7][CH:6]=1)=[O:4].